Dataset: Forward reaction prediction with 1.9M reactions from USPTO patents (1976-2016). Task: Predict the product of the given reaction. (1) Given the reactants FC(F)(F)C(O)=O.C[O:9][C:10](=O)[C:11]1[CH:16]=[C:15]([C:17]2[CH:22]=[C:21]([S:23][CH2:24][CH2:25][NH:26][C:27](=[O:39])[CH2:28][CH2:29][CH2:30][NH:31]C(OC(C)(C)C)=O)[N:20]=[C:19]([NH2:40])[N:18]=2)[C:14]([CH3:41])=[CH:13][C:12]=1[O:42][CH3:43].[OH-].[Li+].Cl.C(OCC)(=O)C.ON1C2C=CC=CC=2N=N1.C(N(C(C)C)CC)(C)C.Cl.C(N=C=NCCCN(C)C)C, predict the reaction product. The product is: [NH2:40][C:19]1[N:20]=[C:21]2[CH:22]=[C:17]([C:15]3[CH:16]=[C:11]([C:10](=[O:9])[NH:31][CH2:30][CH2:29][CH2:28][C:27](=[O:39])[NH:26][CH2:25][CH2:24][S:23]2)[C:12]([O:42][CH3:43])=[CH:13][C:14]=3[CH3:41])[N:18]=1. (2) Given the reactants [CH3:1][CH:2]1[N:7]2[C:8]3[CH:9]=[C:10]([C:15]([OH:17])=O)[CH:11]=[CH:12][C:13]=3[CH:14]=[C:6]2[C:5](=[O:18])[NH:4][CH2:3]1.CN(C(ON1N=[N:34][C:29]2[CH:30]=[CH:31][CH:32]=[N:33][C:28]1=2)=[N+](C)C)C.F[P-](F)(F)(F)(F)F.C1C=NC2N(O)N=NC=2C=1.C(N(C(C)C)CC)(C)C.NC1C=NC=CC=1, predict the reaction product. The product is: [N:33]1[CH:32]=[CH:31][CH:30]=[C:29]([NH:34][C:15]([C:10]2[CH:11]=[CH:12][C:13]3[CH:14]=[C:6]4[C:5](=[O:18])[NH:4][CH2:3][CH:2]([CH3:1])[N:7]4[C:8]=3[CH:9]=2)=[O:17])[CH:28]=1.